Dataset: Forward reaction prediction with 1.9M reactions from USPTO patents (1976-2016). Task: Predict the product of the given reaction. Given the reactants [CH3:1][C:2]1[N:3]=[C:4]2[C:9]([NH:10][CH:11]3[C:20]4[C:15](=[CH:16][CH:17]=[CH:18][C:19]=4[CH3:21])[O:14][CH2:13][CH2:12]3)=[CH:8][C:7]([C:22](O)=[O:23])=[CH:6][N:5]2[CH:25]=1.Cl.[CH3:27][NH:28][CH3:29].O.ON1C2C=CC=CC=2N=N1.C(N(CC)CC)C.Cl.CN(C)CCCN=C=NCC, predict the reaction product. The product is: [CH3:27][N:28]([CH3:29])[C:22]([C:7]1[CH:8]=[C:9]([NH:10][CH:11]2[C:20]3[C:15](=[CH:16][CH:17]=[CH:18][C:19]=3[CH3:21])[O:14][CH2:13][CH2:12]2)[C:4]2[N:5]([CH:25]=[C:2]([CH3:1])[N:3]=2)[CH:6]=1)=[O:23].